This data is from Full USPTO retrosynthesis dataset with 1.9M reactions from patents (1976-2016). The task is: Predict the reactants needed to synthesize the given product. (1) Given the product [CH3:30][N:27]1[CH2:28][CH2:29][C:17]2[N:16]([CH2:15][CH:8]([C:5]3[CH:6]=[CH:7][C:2]([F:1])=[CH:3][CH:4]=3)[CH2:9][C:10]([O:12][CH2:13][CH3:14])=[O:11])[C:24]3[CH:23]=[CH:22][C:21]([CH3:25])=[CH:20][C:19]=3[C:18]=2[CH2:26]1, predict the reactants needed to synthesize it. The reactants are: [F:1][C:2]1[CH:7]=[CH:6][C:5]([C:8]([CH2:15][N:16]2[C:24]3[CH:23]=[CH:22][C:21]([CH3:25])=[CH:20][C:19]=3[C:18]3[CH2:26][N:27]([CH3:30])[CH2:28][CH2:29][C:17]2=3)=[CH:9][C:10]([O:12][CH2:13][CH3:14])=[O:11])=[CH:4][CH:3]=1.[H][H]. (2) Given the product [CH3:14][O:13][C:10]1[CH:11]=[CH:12][C:7]([CH2:6][O:5][C:1]([NH:2][NH:3][C:32]([C:23]2[CH:24]=[CH:25][C:26]3[O:27][CH2:28][CH2:29][O:30][C:31]=3[C:22]=2[CH3:21])=[O:33])=[O:4])=[CH:8][CH:9]=1, predict the reactants needed to synthesize it. The reactants are: [C:1]([O:5][CH2:6][C:7]1[CH:12]=[CH:11][C:10]([O:13][CH3:14])=[CH:9][CH:8]=1)(=[O:4])[NH:2][NH2:3].C(=O)([O-])[O-].[K+].[K+].[CH3:21][C:22]1[C:31]2[O:30][CH2:29][CH2:28][O:27][C:26]=2[CH:25]=[CH:24][C:23]=1[C:32](Cl)=[O:33]. (3) Given the product [CH2:9]([O:8][C:6](=[O:7])[CH:5]([Br:35])[P:3]([O:16][CH3:17])([O:2][CH3:1])=[O:4])[C:10]1[CH:15]=[CH:14][CH:13]=[CH:12][CH:11]=1, predict the reactants needed to synthesize it. The reactants are: [CH3:1][O:2][P:3]([O:16][CH3:17])([CH2:5][C:6]([O:8][CH2:9][C:10]1[CH:15]=[CH:14][CH:13]=[CH:12][CH:11]=1)=[O:7])=[O:4].[Li+].C[Si]([N-][Si](C)(C)C)(C)C.C1C(=O)N([Br:35])C(=O)C1.[Cl-].[NH4+]. (4) Given the product [CH3:32][N:31]([CH3:33])[C:30]([CH2:29][O:28][C:22]1[C:21]([F:35])=[C:20]([CH:6]([NH:7][C:8]2[CH:9]=[CH:10][C:11]([C:14]3[N:18]=[C:17]([CH3:19])[O:16][N:15]=3)=[CH:12][CH:13]=2)[C:5]2[NH:4][C:3](=[O:38])[N:40]([C:42]3[CH:50]=[CH:49][CH:48]=[CH:47][C:43]=3[C:44]([OH:46])=[O:45])[N:41]=2)[CH:25]=[C:24]([CH2:26][CH3:27])[CH:23]=1)=[O:34], predict the reactants needed to synthesize it. The reactants are: CO[C:3](=[O:38])[N:4]=[C:5](SC)[C:6]([C:20]1[CH:25]=[C:24]([CH2:26][CH3:27])[CH:23]=[C:22]([O:28][CH2:29][C:30](=[O:34])[N:31]([CH3:33])[CH3:32])[C:21]=1[F:35])=[N:7][C:8]1[CH:13]=[CH:12][C:11]([C:14]2[N:18]=[C:17]([CH3:19])[O:16][N:15]=2)=[CH:10][CH:9]=1.Cl.[NH:40]([C:42]1[CH:50]=[CH:49][CH:48]=[CH:47][C:43]=1[C:44]([OH:46])=[O:45])[NH2:41].COC(=O)N=C(SC)C(=NC1C=CC(C#N)=CC=1)C1C=C(OC)C=C(OC)C=1F.